From a dataset of Peptide-MHC class II binding affinity with 134,281 pairs from IEDB. Regression. Given a peptide amino acid sequence and an MHC pseudo amino acid sequence, predict their binding affinity value. This is MHC class II binding data. The peptide sequence is EKKYFAATPFEPLAA. The MHC is HLA-DQA10301-DQB10302 with pseudo-sequence HLA-DQA10301-DQB10302. The binding affinity (normalized) is 0.340.